Dataset: Full USPTO retrosynthesis dataset with 1.9M reactions from patents (1976-2016). Task: Predict the reactants needed to synthesize the given product. (1) Given the product [Cl:1][C:2]1[CH:3]=[CH:4][C:5]([CH:8]2[CH2:13][CH2:12][CH:11]([C:14]3[O:18][N:17]=[C:16]4[C:19]5[C:24]([CH2:25][CH2:26][C:15]=34)=[CH:23][C:22]([CH2:27][OH:30])=[CH:21][CH:20]=5)[CH2:10][CH2:9]2)=[CH:6][CH:7]=1, predict the reactants needed to synthesize it. The reactants are: [Cl:1][C:2]1[CH:7]=[CH:6][C:5]([CH:8]2[CH2:13][CH2:12][CH:11]([C:14]3[O:18][N:17]=[C:16]4[C:19]5[C:24]([CH2:25][CH2:26][C:15]=34)=[CH:23][C:22]([CH:27]([OH:30])CO)=[CH:21][CH:20]=5)[CH2:10][CH2:9]2)=[CH:4][CH:3]=1.I([O-])(=O)(=O)=O.[Na+].[BH4-].[Na+]. (2) Given the product [C:15]([O:14][C:12]([N:9]1[CH2:10][CH2:11][C:6]2([C:4](=[O:3])[N:21]([C:22]3[C:23]([CH3:29])=[N:24][C:25]([Br:28])=[CH:26][CH:27]=3)[CH2:20][CH2:19]2)[CH2:7][CH2:8]1)=[O:13])([CH3:18])([CH3:17])[CH3:16], predict the reactants needed to synthesize it. The reactants are: C([O:3][C:4]([C:6]1([CH2:19][CH2:20][NH:21][C:22]2[C:23]([CH3:29])=[N:24][C:25]([Br:28])=[CH:26][CH:27]=2)[CH2:11][CH2:10][N:9]([C:12]([O:14][C:15]([CH3:18])([CH3:17])[CH3:16])=[O:13])[CH2:8][CH2:7]1)=O)C.CC(C)([O-])C.[K+].